This data is from Experimentally validated miRNA-target interactions with 360,000+ pairs, plus equal number of negative samples. The task is: Binary Classification. Given a miRNA mature sequence and a target amino acid sequence, predict their likelihood of interaction. (1) The miRNA is mmu-miR-709 with sequence GGAGGCAGAGGCAGGAGGA. The protein sequence of the target gene is MGNGVQEGSVRLREDAEAVLAGAVSSKRDHRQVLSSLLSGALAGALAKTAVAPLDRTKIIFQVSSKRFSAKEAFRLLYFTYLNEGFLSLWRGNSATMVRVIPYAAIQFSAHEEYKRILGHYYGFRGEALPPWPRLLAGALAGTTAASLTYPLDLVRARMAVTPKEMYSNIFHVFIRISREEGLKTLYFGFTPTVLGVIPYAGLSFFTYESLKSLHREYSGRPQPYPFERMVFGACAGLIGQSASYPLDVVRRRMQTAGVTGHQHGSILSTLRSIVREEGAVRGLYKGLSMNWLKGPIAVG.... Result: 1 (interaction). (2) The miRNA is mmu-miR-434-5p with sequence GCUCGACUCAUGGUUUGAACCA. The protein sequence of the target gene is MGTARIAPGLALLLCCPVLSSAYALVDADDVMTKEEQIFLLHRAQAQCEKRLKEVLQRPASIMESDKGWTSASTSGKPRKDKASGKLYPESEEDKEAPTGSRYRGRPCLPEWDHILCWPLGAPGEVVAVPCPDYIYDFNHKGHAYRRCDRNGSWELVPGHNRTWANYSECVKFLTNETREREVFDRLGMIYTVGYSVSLASLTVAVLILAYFRRLHCTRNYIHMHLFLSFMLRAVSIFVKDAVLYSGATLDEAERLTEEELRAIAQAPPPPATAAAGYAGCRVAVTFFLYFLATNYYWIL.... Result: 0 (no interaction). (3) The miRNA is hsa-miR-382-5p with sequence GAAGUUGUUCGUGGUGGAUUCG. The protein sequence of the target gene is MRASGRHDVSLKIVLATGCLLLANFSGASSAVATECPDQSPELQPWSPGHNRDYQVHIGHGRKLLLTSSATVHSITISGGGKLVIKDHHEHIVLRTRYILIDDGGELHAGSALCPFEGNFSIVLYGRADENILPDPYYGLKYIGVDKGGTLELHGQKKLSWTFLNKTLHPGGMQEGGYFFERSWGHRGVIVHVIDAKLGTVVHSDRFDTYRSKKESERLVQYLNAVPDGRILSVAVNDEGSRNLDDTARKAMTKLGSKHFLHLGFRHPWSFITVKGNPSSSVEDHIEYHGHKGSAAARVF.... Result: 0 (no interaction). (4) The miRNA is hsa-miR-3620-3p with sequence UCACCCUGCAUCCCGCACCCAG. The protein sequence of the target gene is MLGPHLPPPPLAPSEGRPTPCAFQIPDGSYRCLALEAEESSGEEGLQGEVGPTDLEEDEGVSRSGDDSACRVTQGTPQLPKALGIQPPSCSREEQGASQHDDRASQDWDVVKAGQMMTASPSPGPGPRVAQKPALGRSTSLTEKDLKEAKARSQQIAAQLTTPPSSNSRGVQLFNRRRQRVNEFTLESHGQRGQKPSQESLRVLPSSLPGHAPGLSLSSTSLPEPGPPRHPSPQSPDRGVPGHSMEGYSEEASLLRHLEKVASEEEEVPLVVYLKENAALLTANGLHLSQNREAQQSSPA.... Result: 1 (interaction).